From a dataset of Reaction yield outcomes from USPTO patents with 853,638 reactions. Predict the reaction yield, written as a fraction of the theoretical maximum amount of product (1.0 means a 100% yield; for example, 0.34 means a 34% yield). (1) The reactants are [C:1]1([C:7]2O[C:9](=[O:17])[C:10]3[CH:16]=[CH:15][CH:14]=[CH:13][C:11]=3[N:12]=2)[CH:6]=[CH:5][CH:4]=[CH:3][CH:2]=1.[CH2:18]([NH2:26])[CH2:19][C:20]1[CH:25]=[CH:24][CH:23]=[CH:22][CH:21]=1.Cl. The catalyst is C(OCC)C. The product is [CH2:18]([N:26]1[C:9](=[O:17])[C:10]2[C:11](=[CH:13][CH:14]=[CH:15][CH:16]=2)[N:12]=[C:7]1[C:1]1[CH:2]=[CH:3][CH:4]=[CH:5][CH:6]=1)[CH2:19][C:20]1[CH:25]=[CH:24][CH:23]=[CH:22][CH:21]=1. The yield is 0.880. (2) The reactants are C([O:3][C:4]([C:6]1[N:7]([CH2:21][CH3:22])[CH:8]=[C:9]([C:11]#[C:12][C:13]2[CH:18]=[CH:17][CH:16]=[C:15]([O:19][CH3:20])[CH:14]=2)[CH:10]=1)=[O:5])C.[Li+].[OH-]. The product is [CH2:21]([N:7]1[CH:8]=[C:9]([C:11]#[C:12][C:13]2[CH:18]=[CH:17][CH:16]=[C:15]([O:19][CH3:20])[CH:14]=2)[CH:10]=[C:6]1[C:4]([OH:5])=[O:3])[CH3:22]. The yield is 0.790. The catalyst is O1CCOCC1. (3) The reactants are [Al+3].[Cl-].[Cl-].[Cl-].[CH3:5][O:6][C:7]1[CH:50]=[CH:49][C:10]([CH2:11][N:12]([C:31]2[CH:40]=[CH:39][C:38]3[C:33](=[CH:34][CH:35]=[C:36]([O:41]CC4C=CC=CC=4)[CH:37]=3)[CH:32]=2)[C:13](=[O:30])[C:14]2[CH:19]=[CH:18][C:17]([O:20][CH3:21])=[C:16]([C:22]3[CH:27]=[CH:26][CH:25]=[C:24]([O:28][CH3:29])[CH:23]=3)[CH:15]=2)=[CH:9][CH:8]=1. The product is [CH3:5][O:6][C:7]1[CH:8]=[CH:9][C:10]([CH2:11][N:12]([C:31]2[CH:40]=[CH:39][C:38]3[C:33](=[CH:34][CH:35]=[C:36]([OH:41])[CH:37]=3)[CH:32]=2)[C:13](=[O:30])[C:14]2[CH:19]=[CH:18][C:17]([O:20][CH3:21])=[C:16]([C:22]3[CH:27]=[CH:26][CH:25]=[C:24]([O:28][CH3:29])[CH:23]=3)[CH:15]=2)=[CH:49][CH:50]=1. The catalyst is C1(OC)C=CC=CC=1.CO. The yield is 0.770.